Predict the product of the given reaction. From a dataset of Forward reaction prediction with 1.9M reactions from USPTO patents (1976-2016). (1) Given the reactants [NH:1]1[CH2:6][CH2:5][CH:4]([NH:7][C:8]([C:10]2[C:14]3[N:15]=[CH:16][N:17]=[C:18]([C:19]4[C:27]5[O:26][CH2:25][O:24][C:23]=5[CH:22]=[CH:21][C:20]=4[O:28][CH2:29][CH2:30][CH2:31][CH3:32])[C:13]=3[NH:12][CH:11]=2)=[O:9])[CH2:3][CH2:2]1.[C:33](Cl)(=[O:36])[CH2:34][CH3:35], predict the reaction product. The product is: [C:33]([N:1]1[CH2:6][CH2:5][CH:4]([NH:7][C:8]([C:10]2[C:14]3[N:15]=[CH:16][N:17]=[C:18]([C:19]4[C:27]5[O:26][CH2:25][O:24][C:23]=5[CH:22]=[CH:21][C:20]=4[O:28][CH2:29][CH2:30][CH2:31][CH3:32])[C:13]=3[NH:12][CH:11]=2)=[O:9])[CH2:3][CH2:2]1)(=[O:36])[CH2:34][CH3:35]. (2) Given the reactants [C:1]([C:3]1[C:4]([CH2:9][N:10]2[C:19](=[O:20])[C:18]3[N:17]([CH2:21][C:22]#[C:23][CH3:24])[C:16]([N:25]4[CH2:30][CH2:29][CH2:28][C@@H:27]([NH2:31])[CH2:26]4)=[N:15][C:14]=3[N:13]([CH3:32])[C:11]2=[O:12])=[N:5][CH:6]=[CH:7][CH:8]=1)#[N:2].[ClH:33], predict the reaction product. The product is: [ClH:33].[C:1]([C:3]1[C:4]([CH2:9][N:10]2[C:19](=[O:20])[C:18]3[N:17]([CH2:21][C:22]#[C:23][CH3:24])[C:16]([N:25]4[CH2:30][CH2:29][CH2:28][C@@H:27]([NH2:31])[CH2:26]4)=[N:15][C:14]=3[N:13]([CH3:32])[C:11]2=[O:12])=[N:5][CH:6]=[CH:7][CH:8]=1)#[N:2]. (3) Given the reactants [C:1]([O:5][C:6]([N:8]1[C:17]2[C:12](=[CH:13][C:14]([C:18]3[CH:23]=[CH:22][CH:21]=[CH:20][C:19]=3[O:24][CH3:25])=[CH:15][CH:16]=2)[C:11]([CH3:26])=[CH:10][C:9]1([CH3:28])[CH3:27])=[O:7])([CH3:4])([CH3:3])[CH3:2].[Se](=O)=[O:30], predict the reaction product. The product is: [C:1]([O:5][C:6]([N:8]1[C:17]2[C:12](=[CH:13][C:14]([C:18]3[CH:23]=[CH:22][CH:21]=[CH:20][C:19]=3[O:24][CH3:25])=[CH:15][CH:16]=2)[C:11]([CH:26]=[O:30])=[CH:10][C:9]1([CH3:28])[CH3:27])=[O:7])([CH3:4])([CH3:3])[CH3:2]. (4) Given the reactants [CH3:1][N:2]1[C:6]2[CH:7]=[CH:8][C:9]([C:11](OC)=[O:12])=[CH:10][C:5]=2[N:4]=[C:3]1[CH3:15].O.O.O.O.O.O.O.O.O.O.S([O-])([O-])(=O)=O.[Na+].[Na+].C(O)(=O)CC(CC(O)=O)(C(O)=O)O.CC(=O)OCC, predict the reaction product. The product is: [CH3:1][N:2]1[C:6]2[CH:7]=[CH:8][C:9]([CH2:11][OH:12])=[CH:10][C:5]=2[N:4]=[C:3]1[CH3:15].